This data is from Full USPTO retrosynthesis dataset with 1.9M reactions from patents (1976-2016). The task is: Predict the reactants needed to synthesize the given product. (1) Given the product [C:19]([N:8]([C:9](=[O:18])[C:10]1[CH:11]=[C:12]([CH3:17])[CH:13]=[C:14]([CH3:16])[CH:15]=1)[NH:7][C:5]([C:4]1[CH:23]=[CH:24][C:25]2[B:26]([OH:27])[O:30][C:29]([CH3:28])=[N:1][C:2]=2[CH:3]=1)=[O:6])([CH3:21])([CH3:22])[CH3:20], predict the reactants needed to synthesize it. The reactants are: [NH2:1][C:2]1[CH:3]=[C:4]([CH:23]=[CH:24][C:25]=1[B:26]1[O:30][C:29](C)(C)[C:28](C)(C)[O:27]1)[C:5]([NH:7][N:8]([C:19]([CH3:22])([CH3:21])[CH3:20])[C:9](=[O:18])[C:10]1[CH:15]=[C:14]([CH3:16])[CH:13]=[C:12]([CH3:17])[CH:11]=1)=[O:6].C(OC(=O)C)(=O)C. (2) The reactants are: [OH:1][C:2]1[CH:3]=[C:4]2[C:8](=[CH:9][CH:10]=1)[CH2:7][C@H:6]([NH:11][S:12]([CH:15]([CH3:17])[CH3:16])(=[O:14])=[O:13])[CH2:5]2.[H-].[Na+].Br[CH2:21][C:22]1[CH:29]=[CH:28][CH:27]=[CH:26][C:23]=1[C:24]#[N:25]. Given the product [C:24]([C:23]1[CH:26]=[CH:27][CH:28]=[CH:29][C:22]=1[CH2:21][O:1][C:2]1[CH:3]=[C:4]2[C:8](=[CH:9][CH:10]=1)[CH2:7][C@H:6]([NH:11][S:12]([CH:15]([CH3:17])[CH3:16])(=[O:14])=[O:13])[CH2:5]2)#[N:25], predict the reactants needed to synthesize it. (3) The reactants are: [CH2:1]([O:8][C@@H:9]1[C@@H:15]([O:16][CH2:17][C:18]2[CH:23]=[CH:22][CH:21]=[CH:20][CH:19]=2)[C@:14]2([C:25]3[CH:30]=[CH:29][C:28]([Cl:31])=[C:27]([CH2:32][C:33]4[CH:38]=[CH:37][C:36]([O:39][CH2:40][CH3:41])=[CH:35][CH:34]=4)[CH:26]=3)[O:24][C@@:11]([CH2:42][O:43][Si:44]([C:47]([CH3:50])([CH3:49])[CH3:48])([CH3:46])[CH3:45])([CH2:12][O:13]2)[C@H:10]1[OH:51])[C:2]1[CH:7]=[CH:6][CH:5]=[CH:4][CH:3]=1.CC(OI1(OC(C)=O)(OC(C)=O)OC(=O)C2C=CC=CC1=2)=O.[Na]. Given the product [CH2:1]([O:8][C@@H:9]1[C@@H:15]([O:16][CH2:17][C:18]2[CH:19]=[CH:20][CH:21]=[CH:22][CH:23]=2)[C@:14]2([C:25]3[CH:30]=[CH:29][C:28]([Cl:31])=[C:27]([CH2:32][C:33]4[CH:38]=[CH:37][C:36]([O:39][CH2:40][CH3:41])=[CH:35][CH:34]=4)[CH:26]=3)[O:24][C@@:11]([CH2:42][O:43][Si:44]([C:47]([CH3:50])([CH3:49])[CH3:48])([CH3:46])[CH3:45])([CH2:12][O:13]2)[C:10]1=[O:51])[C:2]1[CH:3]=[CH:4][CH:5]=[CH:6][CH:7]=1, predict the reactants needed to synthesize it. (4) Given the product [CH2:18]([O:20][C:21]([C:22]1[C:23]([CH:24]([CH3:26])[CH3:25])=[N:8][C:5]2[C:4]([C:9]=1[CH2:10][C:11]1[CH:16]=[CH:15][CH:14]=[CH:13][C:12]=1[Cl:17])=[CH:3][C:2]([Cl:1])=[CH:7][CH:6]=2)=[O:28])[CH3:19], predict the reactants needed to synthesize it. The reactants are: [Cl:1][C:2]1[CH:7]=[CH:6][C:5]([NH2:8])=[C:4]([C:9]#[C:10][C:11]2[CH:16]=[CH:15][CH:14]=[CH:13][C:12]=2[Cl:17])[CH:3]=1.[CH2:18]([O:20][C:21](=[O:28])[CH2:22][C:23](=O)[CH:24]([CH3:26])[CH3:25])[CH3:19]. (5) Given the product [CH:13]1([CH2:16][NH:12][CH2:11][CH2:10][C:3]2[C:4]3[C:9](=[CH:8][CH:7]=[CH:6][CH:5]=3)[NH:1][CH:2]=2)[CH2:15][CH2:14]1, predict the reactants needed to synthesize it. The reactants are: [NH:1]1[C:9]2[C:4](=[CH:5][CH:6]=[CH:7][CH:8]=2)[C:3]([CH2:10][CH2:11][NH2:12])=[CH:2]1.[CH:13]1([CH:16]=O)[CH2:15][CH2:14]1. (6) Given the product [CH2:31]([O:13][CH2:12][C:11]([F:15])([F:14])[C:10]([F:16])([F:17])[C:9]([F:18])([F:19])[C:8]([F:20])([F:21])[C:7]([F:22])([F:23])[C:6]([F:25])([F:24])[C:5]([F:26])([F:27])[C:2]([F:28])([F:1])[CH2:3][OH:4])[C:32]1[CH:37]=[CH:36][CH:35]=[CH:34][CH:33]=1, predict the reactants needed to synthesize it. The reactants are: [F:1][C:2]([F:28])([C:5]([F:27])([F:26])[C:6]([F:25])([F:24])[C:7]([F:23])([F:22])[C:8]([F:21])([F:20])[C:9]([F:19])([F:18])[C:10]([F:17])([F:16])[C:11]([F:15])([F:14])[CH2:12][OH:13])[CH2:3][OH:4].[OH-].[K+].[CH2:31](Br)[C:32]1[CH:37]=[CH:36][CH:35]=[CH:34][CH:33]=1. (7) Given the product [CH3:1][O:8][C:9]([C:11]1[CH:20]=[CH:19][C:18]2[C:13](=[C:14]([O:22][CH3:23])[CH:15]=[CH:16][C:17]=2[C:39]2[CH:38]=[CH:37][C:36]([Cl:35])=[CH:41][CH:40]=2)[N:12]=1)=[O:10], predict the reactants needed to synthesize it. The reactants are: [CH2:1]([O:8][C:9]([C:11]1[CH:20]=[CH:19][C:18]2[C:13](=[C:14]([O:22][CH3:23])[CH:15]=[CH:16][C:17]=2Br)[N:12]=1)=[O:10])C1C=CC=CC=1.COC1C=CC(B(O)O)=CC=1.[Cl:35][C:36]1[CH:37]=[C:38](B(O)O)[CH:39]=[CH:40][CH:41]=1.